From a dataset of NCI-60 drug combinations with 297,098 pairs across 59 cell lines. Regression. Given two drug SMILES strings and cell line genomic features, predict the synergy score measuring deviation from expected non-interaction effect. (1) Drug 1: C1CCC(C1)C(CC#N)N2C=C(C=N2)C3=C4C=CNC4=NC=N3. Drug 2: CC(C)NC(=O)C1=CC=C(C=C1)CNNC.Cl. Cell line: U251. Synergy scores: CSS=-3.07, Synergy_ZIP=0.0695, Synergy_Bliss=-3.66, Synergy_Loewe=-3.76, Synergy_HSA=-4.35. (2) Drug 1: CC1=C(C=C(C=C1)NC(=O)C2=CC=C(C=C2)CN3CCN(CC3)C)NC4=NC=CC(=N4)C5=CN=CC=C5. Drug 2: COC1=C2C(=CC3=C1OC=C3)C=CC(=O)O2. Cell line: TK-10. Synergy scores: CSS=-15.1, Synergy_ZIP=6.46, Synergy_Bliss=2.80, Synergy_Loewe=-12.8, Synergy_HSA=-11.2.